Task: Predict the product of the given reaction.. Dataset: Forward reaction prediction with 1.9M reactions from USPTO patents (1976-2016) (1) Given the reactants [CH2:1]([O:3][C:4](=[O:19])[CH2:5][C:6]1[C:15]2[C:10](=[CH:11][CH:12]=[C:13]([O:16][CH3:17])[N:14]=2)[N:9]=[CH:8][C:7]=1[F:18])[CH3:2].[Li+].C[Si]([N-][Si](C)(C)C)(C)C.Br[CH2:31][N:32]1[C:36](=[O:37])[C:35]2=[CH:38][CH:39]=[CH:40][CH:41]=[C:34]2[C:33]1=[O:42], predict the reaction product. The product is: [CH2:1]([O:3][C:4](=[O:19])[CH:5]([C:6]1[C:15]2[C:10](=[CH:11][CH:12]=[C:13]([O:16][CH3:17])[N:14]=2)[N:9]=[CH:8][C:7]=1[F:18])[CH2:31][N:32]1[C:36](=[O:37])[C:35]2[C:34](=[CH:41][CH:40]=[CH:39][CH:38]=2)[C:33]1=[O:42])[CH3:2]. (2) Given the reactants Br[C:2]1[C:3]2[C:4]3[CH:17]=[CH:16][S:15][C:5]=3[C:6](=[O:14])[NH:7][C:8]=2[CH:9]=[CH:10][C:11]=1[O:12][CH3:13].[C:18]([O:22][C:23](=[O:45])[NH:24][CH2:25][C:26]1([C:30]2[CH:35]=[CH:34][C:33](B3OC(C)(C)C(C)(C)O3)=[CH:32][CH:31]=2)[CH2:29][CH2:28][CH2:27]1)([CH3:21])([CH3:20])[CH3:19], predict the reaction product. The product is: [C:18]([O:22][C:23](=[O:45])[NH:24][CH2:25][C:26]1([C:30]2[CH:31]=[CH:32][C:33]([C:2]3[C:3]4[C:4]5[CH:17]=[CH:16][S:15][C:5]=5[C:6](=[O:14])[NH:7][C:8]=4[CH:9]=[CH:10][C:11]=3[O:12][CH3:13])=[CH:34][CH:35]=2)[CH2:29][CH2:28][CH2:27]1)([CH3:21])([CH3:19])[CH3:20]. (3) The product is: [F:15][C:12]1([F:16])[CH2:13][CH2:14][CH:9]([O:8][C:5]2[CH:6]=[CH:7][C:2]([B:17]3[O:21][C:20]([CH3:23])([CH3:22])[C:19]([CH3:25])([CH3:24])[O:18]3)=[CH:3][CH:4]=2)[CH2:10][CH2:11]1. Given the reactants Br[C:2]1[CH:7]=[CH:6][C:5]([O:8][CH:9]2[CH2:14][CH2:13][C:12]([F:16])([F:15])[CH2:11][CH2:10]2)=[CH:4][CH:3]=1.[B:17]1([B:17]2[O:21][C:20]([CH3:23])([CH3:22])[C:19]([CH3:25])([CH3:24])[O:18]2)[O:21][C:20]([CH3:23])([CH3:22])[C:19]([CH3:25])([CH3:24])[O:18]1.CC([O-])=O.[K+].O1CCOCC1, predict the reaction product. (4) Given the reactants [CH:1]([C:4]1[CH:9]=[CH:8][CH:7]=[CH:6][C:5]=1[OH:10])([CH3:3])[CH3:2].[CH3:11][CH2:12][CH2:13][CH2:14][CH:15]([CH:17]([CH3:19])C)C.[CH3:20][CH2:21]CC(CC(C)C)C.CC(CC(C(C)C)C)C, predict the reaction product. The product is: [CH:1]([C:4]1[CH:9]=[C:8]([CH2:20][CH2:21][CH2:19][CH2:17][CH2:15][CH2:14][CH2:13][CH2:12][CH3:11])[CH:7]=[CH:6][C:5]=1[OH:10])([CH3:3])[CH3:2]. (5) Given the reactants Cl[C:2]1[CH:3]=[C:4]([CH:22]=[CH:23][N:24]=1)[C:5]([NH:7][C:8]1[S:9][CH:10]=[C:11]([C:13]2[C:18]([CH3:19])=[CH:17][C:16]([CH3:20])=[CH:15][C:14]=2[CH3:21])[N:12]=1)=[O:6].[NH:25]1[CH2:30][CH2:29][O:28][CH2:27][CH2:26]1.O, predict the reaction product. The product is: [C:14]1([CH3:21])[CH:15]=[C:16]([CH3:20])[CH:17]=[C:18]([CH3:19])[C:13]=1[C:11]1[N:12]=[C:8]([NH:7][C:5](=[O:6])[C:4]2[CH:22]=[CH:23][N:24]=[C:2]([N:25]3[CH2:30][CH2:29][O:28][CH2:27][CH2:26]3)[CH:3]=2)[S:9][CH:10]=1. (6) Given the reactants F[C:2](F)(F)[C:3](O)=O.[CH:8]12[CH2:17][CH:12]3[CH2:13][CH:14]([CH2:16][CH:10]([CH2:11]3)[CH:9]1[NH:18][C:19]([CH:21]1[CH2:26][CH2:25][NH:24][CH2:23][CH2:22]1)=[O:20])[CH2:15]2.[Cl:27][CH2:28][CH2:29][S:30](Cl)(=[O:32])=[O:31], predict the reaction product. The product is: [ClH:27].[CH:10]12[CH2:16][CH:14]3[CH2:13][CH:12]([CH2:17][CH:8]([CH2:15]3)[CH:9]1[NH:18][C:19]([CH:21]1[CH2:22][CH2:23][N:24]([S:30]([CH2:29][CH2:28][N:18]3[CH2:3][CH2:2][CH2:15][CH2:8][CH2:9]3)(=[O:32])=[O:31])[CH2:25][CH2:26]1)=[O:20])[CH2:11]2. (7) Given the reactants [CH2:1]([O:3][C:4](=[O:31])[O:5][C:6]1[CH:11]=[C:10]([CH2:12][C@H:13]([NH:17]C(OC(C)(C)C)=O)[C:14](=[O:16])[NH2:15])[CH:9]=[CH:8][C:7]=1[O:25][C:26]([O:28][CH2:29][CH3:30])=[O:27])[CH3:2].[ClH:32].O1CCOCC1, predict the reaction product. The product is: [Cl-:32].[CH2:1]([O:3][C:4]([O:5][C:6]1[CH:11]=[C:10]([CH2:12][C@H:13]([NH3+:17])[C:14](=[O:16])[NH2:15])[CH:9]=[CH:8][C:7]=1[O:25][C:26]([O:28][CH2:29][CH3:30])=[O:27])=[O:31])[CH3:2]. (8) Given the reactants CN(C)C=O.[Br:6][C:7]1[CH:12]=[CH:11][C:10]([C:13]2([CH2:16][OH:17])[CH2:15][CH2:14]2)=[CH:9][CH:8]=1.[H-].[Na+].Br[CH2:21][CH2:22][CH3:23], predict the reaction product. The product is: [Br:6][C:7]1[CH:8]=[CH:9][C:10]([C:13]2([CH2:16][O:17][CH2:21][CH2:22][CH3:23])[CH2:14][CH2:15]2)=[CH:11][CH:12]=1.